Dataset: Catalyst prediction with 721,799 reactions and 888 catalyst types from USPTO. Task: Predict which catalyst facilitates the given reaction. (1) Product: [F:12][C:9]([F:10])([F:11])[CH:8]([C:13]1[CH:18]=[CH:17][CH:16]=[C:15]([CH3:19])[N:14]=1)[NH2:7]. The catalyst class is: 5. Reactant: CC(S([NH:7][CH:8]([C:13]1[CH:18]=[CH:17][CH:16]=[C:15]([CH3:19])[N:14]=1)[C:9]([F:12])([F:11])[F:10])=O)(C)C. (2) The catalyst class is: 5. Product: [CH3:22][O:23][CH2:2][CH2:3][CH2:4][CH2:5][CH2:6][O:8][CH:9]1[CH2:10][CH2:11][N:12]([C:15]([O:17][C:18]([CH3:19])([CH3:20])[CH3:21])=[O:16])[CH2:13][CH2:14]1. Reactant: Br[C:2]1[CH:3]=[CH:4][CH:5]=[C:6]([O:8][CH:9]2[CH2:14][CH2:13][N:12]([C:15]([O:17][C:18]([CH3:21])([CH3:20])[CH3:19])=[O:16])[CH2:11][CH2:10]2)C=1.[CH3:22][OH:23].C[O-].[Na+]. (3) Reactant: [Cl:1][C:2]1[CH:3]=[C:4]([OH:10])[CH:5]=[C:6]([O:8][CH3:9])[CH:7]=1.[Br:11][C:12]1[CH:13]=[C:14](B(O)O)[CH:15]=[N:16][CH:17]=1.C(N(CC)CC)C. Product: [Br:11][C:12]1[CH:17]=[N:16][CH:15]=[C:14]([O:10][C:4]2[CH:5]=[C:6]([O:8][CH3:9])[CH:7]=[C:2]([Cl:1])[CH:3]=2)[CH:13]=1. The catalyst class is: 302. (4) Reactant: [CH:1]1[C:6]([C:7]([F:10])([F:9])[F:8])=[CH:5][C:4]([N:11]=[C:12]=[O:13])=[CH:3][C:2]=1[C:14]([F:17])([F:16])[F:15].[Cl:18][C:19]1[CH:27]=[C:26]2[C:22]([CH2:23][C:24](=[O:28])[NH:25]2)=[CH:21][CH:20]=1.Cl. Product: [F:17][C:14]([F:15])([F:16])[C:2]1[CH:3]=[C:4]([NH:11][C:12]([C:23]2[C:22]3[C:26](=[CH:27][C:19]([Cl:18])=[CH:20][CH:21]=3)[NH:25][C:24]=2[OH:28])=[O:13])[CH:5]=[C:6]([C:7]([F:10])([F:8])[F:9])[CH:1]=1. The catalyst class is: 571. (5) Product: [NH2:11][C:10]1[CH:15]=[C:6]([O:5][CH2:3][CH3:4])[CH:7]=[CH:8][C:9]=1[SH:13]. The catalyst class is: 196. Reactant: [OH-].[Na+].[CH2:3]([O:5][C:6]1[CH:7]=[CH:8][C:9]2[S:13]C(C)=[N:11][C:10]=2[CH:15]=1)[CH3:4]. (6) Reactant: [C:1]([O:5][C:6]([N:8]1[CH2:26][CH2:25][N:11]2[C:12](=[O:24])[C:13]3[C:18]([C@@H:10]2[CH2:9]1)=[CH:17][C:16](Br)=[CH:15][C:14]=3[C:20]([F:23])([F:22])[F:21])=[O:7])([CH3:4])([CH3:3])[CH3:2].C([Sn](CCCC)(CCCC)[C:32]1[O:33][CH:34]=[CH:35][CH:36]=1)CCC. Product: [C:1]([O:5][C:6]([N:8]1[CH2:26][CH2:25][N:11]2[C:12](=[O:24])[C:13]3[C:18]([C@@H:10]2[CH2:9]1)=[CH:17][C:16]([C:32]1[O:33][CH:34]=[CH:35][CH:36]=1)=[CH:15][C:14]=3[C:20]([F:23])([F:22])[F:21])=[O:7])([CH3:4])([CH3:3])[CH3:2]. The catalyst class is: 11. (7) Reactant: F[C:2]1[CH:3]=[C:4]([CH:8]=[CH:9][C:10]=1[N+:11]([O-:13])=[O:12])[C:5]([OH:7])=[O:6].[Cl:14][C:15]1[CH:22]=[C:21]([Cl:23])[CH:20]=[CH:19][C:16]=1[CH2:17][NH2:18].C1(C)C=CC=CC=1.O. Product: [Cl:14][C:15]1[CH:22]=[C:21]([Cl:23])[CH:20]=[CH:19][C:16]=1[CH2:17][NH:18][C:2]1[CH:3]=[C:4]([CH:8]=[CH:9][C:10]=1[N+:11]([O-:13])=[O:12])[C:5]([OH:7])=[O:6]. The catalyst class is: 13.